This data is from Full USPTO retrosynthesis dataset with 1.9M reactions from patents (1976-2016). The task is: Predict the reactants needed to synthesize the given product. (1) Given the product [Cl:15][C:16]1[CH:21]=[CH:20][CH:19]=[CH:18][C:17]=1[C:2]1[S:6][CH:5]=[C:4]([C:7]([N:9]2[CH2:14][CH2:13][CH2:12][CH2:11][CH2:10]2)=[O:8])[CH:3]=1, predict the reactants needed to synthesize it. The reactants are: Br[C:2]1[S:6][CH:5]=[C:4]([C:7]([N:9]2[CH2:14][CH2:13][CH2:12][CH2:11][CH2:10]2)=[O:8])[CH:3]=1.[Cl:15][C:16]1[CH:21]=[CH:20][CH:19]=[CH:18][C:17]=1B(O)O.C(=O)([O-])[O-].[Cs+].[Cs+]. (2) Given the product [CH3:34][C:35]([CH3:39])([CH3:38])[C:36]#[C:37][C:2]1[CH:3]=[C:4]2[C@:15]3([CH2:19][O:18][C:17]([NH2:20])=[N:16]3)[C:14]3[C:9](=[CH:10][CH:11]=[C:12]([C:21]4[CH:22]=[N:23][CH:24]=[CH:25][CH:26]=4)[CH:13]=3)[O:8][C:5]2=[N:6][CH:7]=1, predict the reactants needed to synthesize it. The reactants are: Br[C:2]1[CH:3]=[C:4]2[C@:15]3([CH2:19][O:18][C:17]([NH2:20])=[N:16]3)[C:14]3[C:9](=[CH:10][CH:11]=[C:12]([C:21]4[CH:22]=[N:23][CH:24]=[CH:25][CH:26]=4)[CH:13]=3)[O:8][C:5]2=[N:6][CH:7]=1.C(NC(C)C)(C)C.[CH3:34][C:35]([CH3:39])([CH3:38])[C:36]#[CH:37].CN(C=O)C. (3) Given the product [OH:29][CH2:28][C@@H:17]1[CH:18]2[C@:23]([CH3:24])([CH2:22][CH2:21][C:20](=[O:49])[CH2:19]2)[C@@H:25]2[C@H:15]([C@H:6]3[C@@:4]([CH2:27][CH2:26]2)([CH3:5])[C:3](=[O:2])[CH2:8][CH2:7]3)[CH2:16]1, predict the reactants needed to synthesize it. The reactants are: C1CO[C:8]23OCCO[C:3]2([C@:4]2([CH2:27][CH2:26][C@H:25]4[C@@H:15]([CH2:16][C@H:17]([CH2:28][OH:29])[CH:18]5[C@:23]4([CH3:24])[CH2:22][CH2:21][CH2:20][CH2:19]5)[C@@H:6]2[CH2:7]3)[CH3:5])[O:2]1.C=C1C2[C@](C)(CCC(=[O:49])C2)[C@@H]2[C@H]([C@H]3[C@@](CC2)(C)C(=O)CC3)C1. (4) Given the product [NH2:31][C:20]1[C:19]2[N:18]([C:17]([CH:25]3[CH2:28][CH:27]([CH2:29][OH:30])[CH2:26]3)=[N:16][C:15]=2[C:11]2[CH:12]=[CH:13][CH:14]=[C:9]([O:8][CH2:1][C:2]3[CH:7]=[CH:6][CH:5]=[CH:4][CH:3]=3)[CH:10]=2)[CH:23]=[CH:22][N:21]=1, predict the reactants needed to synthesize it. The reactants are: [CH2:1]([O:8][C:9]1[CH:10]=[C:11]([C:15]2[N:16]=[C:17]([CH:25]3[CH2:28][CH:27]([CH2:29][OH:30])[CH2:26]3)[N:18]3[CH:23]=[CH:22][N:21]=[C:20](Cl)[C:19]=23)[CH:12]=[CH:13][CH:14]=1)[C:2]1[CH:7]=[CH:6][CH:5]=[CH:4][CH:3]=1.[NH3:31].